Dataset: Forward reaction prediction with 1.9M reactions from USPTO patents (1976-2016). Task: Predict the product of the given reaction. (1) Given the reactants [OH:1][C:2]1[N:3]([C:18]2[CH:19]=[C:20]3[C:24](=[CH:25][CH:26]=2)[N:23]([CH2:27][CH2:28][NH:29][CH3:30])[CH:22]=[CH:21]3)[C:4]([C:7]2[CH:12]=[C:11]([CH:13]([CH3:15])[CH3:14])[C:10]([OH:16])=[CH:9][C:8]=2[OH:17])=[N:5][N:6]=1.[O:31]=[C:32]1[CH:36]=[CH:35][C:34](=[O:37])[N:33]1[CH2:38][CH2:39][CH2:40][C:41]([OH:43])=O.C(Cl)CCl.C1C=CC2N(O)N=NC=2C=1, predict the reaction product. The product is: [OH:17][C:8]1[CH:9]=[C:10]([OH:16])[C:11]([CH:13]([CH3:14])[CH3:15])=[CH:12][C:7]=1[C:4]1[N:3]([C:18]2[CH:19]=[C:20]3[C:24](=[CH:25][CH:26]=2)[N:23]([CH2:27][CH2:28][N:29]([CH3:30])[C:41](=[O:43])[CH2:40][CH2:39][CH2:38][N:33]2[C:34](=[O:37])[CH:35]=[CH:36][C:32]2=[O:31])[CH:22]=[CH:21]3)[C:2]([OH:1])=[N:6][N:5]=1. (2) The product is: [CH2:1]([N:8]1[C:17]([C:11]2[CH:16]=[CH:15][CH:14]=[CH:13][CH:12]=2)=[CH:18][N:10]=[N:9]1)[C:2]1[CH:7]=[CH:6][CH:5]=[CH:4][CH:3]=1. Given the reactants [CH2:1]([N:8]=[N+:9]=[N-:10])[C:2]1[CH:7]=[CH:6][CH:5]=[CH:4][CH:3]=1.[C:11]1([C:17]#[CH:18])[CH:16]=[CH:15][CH:14]=[CH:13][CH:12]=1, predict the reaction product. (3) Given the reactants FC(F)(F)C(O)=O.[NH:8]1[CH2:13][CH:12]=[C:11]([C:14]2[CH:19]=[CH:18][C:17]([C:20]3[N:25]=[CH:24][CH:23]=[CH:22][N:21]=3)=[CH:16][CH:15]=2)[CH2:10][CH2:9]1.C(N(CC)CC)C.[Cl:33][CH2:34][C:35](Cl)=[O:36], predict the reaction product. The product is: [Cl:33][CH2:34][C:35]([N:8]1[CH2:9][CH:10]=[C:11]([C:14]2[CH:15]=[CH:16][C:17]([C:20]3[N:21]=[CH:22][CH:23]=[CH:24][N:25]=3)=[CH:18][CH:19]=2)[CH2:12][CH2:13]1)=[O:36]. (4) Given the reactants [F:1][C:2]1[CH:7]=[CH:6][C:5]([F:8])=[CH:4][C:3]=1/[CH:9]=[CH:10]/[CH2:11][N:12]1[CH2:17][CH2:16][C@H:15]([CH2:18][CH2:19][CH2:20][N:21]2[C:26]3[CH:27]=[C:28]([O:31][CH3:32])[CH:29]=[CH:30][C:25]=3[O:24][CH2:23][C:22]2=[O:33])[C@H:14]([C:34]([O:36]C)=[O:35])[CH2:13]1.[OH-].[Na+], predict the reaction product. The product is: [F:1][C:2]1[CH:7]=[CH:6][C:5]([F:8])=[CH:4][C:3]=1/[CH:9]=[CH:10]/[CH2:11][N:12]1[CH2:17][CH2:16][CH:15]([CH2:18][CH2:19][CH2:20][N:21]2[C:26]3[CH:27]=[C:28]([O:31][CH3:32])[CH:29]=[CH:30][C:25]=3[O:24][CH2:23][C:22]2=[O:33])[CH:14]([C:34]([OH:36])=[O:35])[CH2:13]1. (5) Given the reactants [C:1]([C:4]1[CH:9]=[CH:8][C:7]([N:10]2[C:18]3[C:17]4[CH:19]=[C:20]([NH:23][C:24]([C:26]5[C:27]([Cl:32])=[N:28][CH:29]=[CH:30][CH:31]=5)=[O:25])[CH:21]=[CH:22][C:16]=4[CH2:15][CH2:14][C:13]=3[C:12]([C:33]([NH2:35])=[O:34])=[N:11]2)=[CH:6][CH:5]=1)(=[O:3])[CH3:2].[BH4-].[Na+], predict the reaction product. The product is: [Cl:32][C:27]1[C:26]([C:24]([NH:23][C:20]2[CH:21]=[CH:22][C:16]3[CH2:15][CH2:14][C:13]4[C:12]([C:33]([NH2:35])=[O:34])=[N:11][N:10]([C:7]5[CH:8]=[CH:9][C:4]([CH:1]([OH:3])[CH3:2])=[CH:5][CH:6]=5)[C:18]=4[C:17]=3[CH:19]=2)=[O:25])=[CH:31][CH:30]=[CH:29][N:28]=1. (6) Given the reactants [CH3:1][S-:2].[Na+].Br[CH2:5][C:6]1[CH:11]=[C:10]([O:12][CH3:13])[N:9]=[C:8]([Cl:14])[CH:7]=1.CCOC(C)=O, predict the reaction product. The product is: [Cl:14][C:8]1[CH:7]=[C:6]([CH2:5][S:2][CH3:1])[CH:11]=[C:10]([O:12][CH3:13])[N:9]=1.